Predict which catalyst facilitates the given reaction. From a dataset of Catalyst prediction with 721,799 reactions and 888 catalyst types from USPTO. (1) Reactant: [C:1]([NH:8][C@H:9]([C:17]([OH:19])=O)[C@H:10]([CH3:16])[O:11][C:12]([CH3:15])([CH3:14])[CH3:13])([O:3][C:4]([CH3:7])([CH3:6])[CH3:5])=[O:2].CN1CCOCC1.ClC(OCC(C)C)=O.[N+:35](=[CH2:37])=[N-:36].C(OCC)C. Product: [C:1]([NH:8][C@H:9]([C:17]([CH:37]=[N+:35]=[N-:36])=[O:19])[C@H:10]([CH3:16])[O:11][C:12]([CH3:13])([CH3:14])[CH3:15])([O:3][C:4]([CH3:5])([CH3:6])[CH3:7])=[O:2]. The catalyst class is: 322. (2) Reactant: [H-].[Na+].[Br:3][C:4]1[CH:9]=[CH:8][CH:7]=[CH:6][C:5]=1[S:10]([NH:13][C:14]1[S:18][C:17]2[CH2:19][CH2:20][CH2:21][CH2:22][C:16]=2[C:15]=1[C:23]([O:25][CH2:26][CH3:27])=[O:24])(=[O:12])=[O:11].[CH3:28][Si:29]([CH3:36])([CH3:35])[CH2:30][CH2:31][O:32][CH2:33]Cl. The catalyst class is: 1. Product: [Br:3][C:4]1[CH:9]=[CH:8][CH:7]=[CH:6][C:5]=1[S:10]([N:13]([C:14]1[S:18][C:17]2[CH2:19][CH2:20][CH2:21][CH2:22][C:16]=2[C:15]=1[C:23]([O:25][CH2:26][CH3:27])=[O:24])[CH2:33][O:32][CH2:31][CH2:30][Si:29]([CH3:36])([CH3:35])[CH3:28])(=[O:11])=[O:12]. (3) Reactant: [NH2:1][CH2:2][CH:3]1[CH2:8][CH2:7][NH:6][CH2:5][CH2:4]1.C(=O)C1C=CC=CC=1.[C:17](O[C:17]([O:19][C:20]([CH3:23])([CH3:22])[CH3:21])=[O:18])([O:19][C:20]([CH3:23])([CH3:22])[CH3:21])=[O:18]. Product: [C:20]([O:19][C:17]([N:6]1[CH2:7][CH2:8][CH:3]([CH2:2][NH2:1])[CH2:4][CH2:5]1)=[O:18])([CH3:23])([CH3:22])[CH3:21]. The catalyst class is: 11. (4) Reactant: [NH2:1][C:2]1[CH:7]=[CH:6][CH:5]=[CH:4][C:3]=1[C:8](=[S:10])[NH2:9].Br[CH2:12][C:13](=O)[CH2:14][CH2:15][CH2:16][CH3:17]. Product: [CH2:14]([C:13]1[N:9]=[C:8]([C:3]2[CH:4]=[CH:5][CH:6]=[CH:7][C:2]=2[NH2:1])[S:10][CH:12]=1)[CH2:15][CH2:16][CH3:17]. The catalyst class is: 8.